Dataset: Full USPTO retrosynthesis dataset with 1.9M reactions from patents (1976-2016). Task: Predict the reactants needed to synthesize the given product. (1) Given the product [Cl:50][C:47]1[CH:46]=[CH:45][C:44]([C:29]2[C:28]3[CH:51]=[C:24]([C:6]4[CH:7]=[CH:8][C:3]([O:2][CH3:1])=[CH:4][CH:5]=4)[CH:25]=[CH:26][C:27]=3[N:33]3[C:34]([CH3:37])=[N:35][N:36]=[C:32]3[C@H:31]([CH2:38][C:39]([NH:41][CH2:42][CH3:43])=[O:40])[N:30]=2)=[CH:49][CH:48]=1, predict the reactants needed to synthesize it. The reactants are: [CH3:1][O:2][C:3]1[CH:8]=[CH:7][C:6](B(O)O)=[CH:5][CH:4]=1.C(=O)([O-])[O-].[Na+].[Na+].FC(F)(F)S(O[C:24]1[CH:25]=[CH:26][C:27]2[N:33]3[C:34]([CH3:37])=[N:35][N:36]=[C:32]3[C@H:31]([CH2:38][C:39]([NH:41][CH2:42][CH3:43])=[O:40])[N:30]=[C:29]([C:44]3[CH:49]=[CH:48][C:47]([Cl:50])=[CH:46][CH:45]=3)[C:28]=2[CH:51]=1)(=O)=O.O. (2) Given the product [CH2:11]([NH:14][S:7]([C:1]1[CH:6]=[CH:5][CH:4]=[CH:3][CH:2]=1)(=[O:9])=[O:8])[C:12]#[CH:13], predict the reactants needed to synthesize it. The reactants are: [C:1]1([S:7](Cl)(=[O:9])=[O:8])[CH:6]=[CH:5][CH:4]=[CH:3][CH:2]=1.[CH2:11]([NH2:14])[C:12]#[CH:13].CN(C1C=CC=CN=1)C.